From a dataset of Forward reaction prediction with 1.9M reactions from USPTO patents (1976-2016). Predict the product of the given reaction. Given the reactants [CH:1]([N:4]1[CH:8]([C:9]2[CH:10]=[C:11]([C:15]3[CH:20]=[CH:19][CH:18]=[C:17]([S:21]([CH3:24])(=[O:23])=[O:22])[CH:16]=3)[CH:12]=[CH:13][CH:14]=2)[CH2:7][NH:6][C:5]1=[O:25])([CH3:3])[CH3:2].[H-].[Na+].[CH3:28][C:29]1[O:33][N:32]=[CH:31][C:30]=1[S:34](Cl)(=[O:36])=[O:35], predict the reaction product. The product is: [CH:1]([N:4]1[CH:8]([C:9]2[CH:10]=[C:11]([C:15]3[CH:20]=[CH:19][CH:18]=[C:17]([S:21]([CH3:24])(=[O:22])=[O:23])[CH:16]=3)[CH:12]=[CH:13][CH:14]=2)[CH2:7][N:6]([S:34]([C:30]2[CH:31]=[N:32][O:33][C:29]=2[CH3:28])(=[O:36])=[O:35])[C:5]1=[O:25])([CH3:3])[CH3:2].